This data is from Reaction yield outcomes from USPTO patents with 853,638 reactions. The task is: Predict the reaction yield, written as a fraction of the theoretical maximum amount of product (1.0 means a 100% yield; for example, 0.34 means a 34% yield). (1) The reactants are [Br:1][C:2]1[CH:8]=[CH:7][C:5]([NH2:6])=[CH:4][C:3]=1[F:9].O[CH2:11][CH:12]([CH2:14]O)O.[N+](C1C=CC=CC=1)([O-])=O.S(=O)(=O)(O)O. No catalyst specified. The product is [Br:1][C:2]1[CH:8]=[C:7]2[C:5](=[CH:4][C:3]=1[F:9])[N:6]=[CH:14][CH:12]=[CH:11]2. The yield is 0.425. (2) The reactants are [CH:1]([N:4]1[CH2:9][CH2:8][CH:7]([O:10][C:11]2[CH:16]=[CH:15][C:14]([C:17]3([C:23]#[N:24])[CH2:22][CH2:21][O:20][CH2:19][CH2:18]3)=[CH:13][CH:12]=2)[CH2:6][CH2:5]1)([CH3:3])[CH3:2].[H-].[H-].[H-].[H-].[Li+].[Al+3].O.[OH-].[Na+]. The catalyst is C(OCC)C.CO.ClCCl. The product is [CH:1]([N:4]1[CH2:9][CH2:8][CH:7]([O:10][C:11]2[CH:16]=[CH:15][C:14]([C:17]3([CH2:23][NH2:24])[CH2:18][CH2:19][O:20][CH2:21][CH2:22]3)=[CH:13][CH:12]=2)[CH2:6][CH2:5]1)([CH3:3])[CH3:2]. The yield is 1.00. (3) The reactants are [C:1]([O:5][C:6]([N:8]1[CH2:12][CH2:11][CH:10]([NH2:13])[CH2:9]1)=[O:7])([CH3:4])([CH3:3])[CH3:2].[C:14](OC(=O)C)(=[O:16])[CH3:15].C(N(CC)CC)C. The yield is 0.900. The catalyst is ClC(Cl)C. The product is [C:1]([O:5][C:6]([N:8]1[CH2:12][CH2:11][CH:10]([NH:13][C:14](=[O:16])[CH3:15])[CH2:9]1)=[O:7])([CH3:4])([CH3:2])[CH3:3]. (4) The reactants are Cl[CH2:2][C:3]([C:5]1[CH:9]=[C:8]([C:10](=[O:18])[C:11]2[CH:16]=[CH:15][C:14]([Cl:17])=[CH:13][CH:12]=2)[N:7]([O:19][CH2:20][CH2:21][CH3:22])[CH:6]=1)=[O:4].[CH2:23]([NH:25][CH2:26][CH3:27])[CH3:24]. No catalyst specified. The product is [Cl:17][C:14]1[CH:15]=[CH:16][C:11]([C:10]([C:8]2[N:7]([O:19][CH2:20][CH2:21][CH3:22])[CH:6]=[C:5]([C:3](=[O:4])[CH2:2][N:25]([CH2:26][CH3:27])[CH2:23][CH3:24])[CH:9]=2)=[O:18])=[CH:12][CH:13]=1. The yield is 0.260. (5) The reactants are Cl[CH2:2][CH2:3][CH2:4]/[C:5](=[N:13]/[S@:14]([C:16]([CH3:19])([CH3:18])[CH3:17])=[O:15])/[C:6]1[CH:7]=[N:8][CH:9]=[C:10]([F:12])[CH:11]=1.[Li+].[B-](CC)(CC)CC. The catalyst is C1COCC1. The product is [C:16]([S@@:14]([N:13]1[CH2:2][CH2:3][CH2:4][C@@H:5]1[C:6]1[CH:7]=[N:8][CH:9]=[C:10]([F:12])[CH:11]=1)=[O:15])([CH3:19])([CH3:18])[CH3:17]. The yield is 0.420. (6) The reactants are [OH:1][C:2]1[CH:7]=[CH:6][C:5]([C:8](=[O:10])[CH3:9])=[CH:4][CH:3]=1.C(=O)([O-])[O-].[K+].[K+].[CH2:17](Br)[C:18]1[CH:23]=[CH:22][CH:21]=[CH:20][CH:19]=1.O. The catalyst is CN(C)C=O. The product is [CH2:17]([O:1][C:2]1[CH:7]=[CH:6][C:5]([C:8](=[O:10])[CH3:9])=[CH:4][CH:3]=1)[C:18]1[CH:23]=[CH:22][CH:21]=[CH:20][CH:19]=1. The yield is 0.640. (7) The yield is 0.420. The catalyst is O1CCCC1. The reactants are [O:1]1[C:5]2([CH2:10][CH2:9][CH:8]([N:11]3[C:16](=[O:17])[C:15]([CH2:18][C:19]4[CH:24]=[CH:23][C:22]([C:25]5[C:26]([C:31]#[N:32])=[CH:27][CH:28]=[CH:29][CH:30]=5)=[CH:21][CH:20]=4)=[C:14]([CH2:33][CH2:34][CH3:35])[N:13]4[N:36]=[C:37]([CH3:39])[N:38]=[C:12]34)[CH2:7][CH2:6]2)[O:4][CH2:3][CH2:2]1.C([BH3-])#N.[Na+].B(F)(F)F.CCOCC.C(=O)([O-])O.[Na+]. The product is [OH:1][CH2:2][CH2:3][O:4][C@@H:5]1[CH2:10][CH2:9][C@H:8]([N:11]2[C:16](=[O:17])[C:15]([CH2:18][C:19]3[CH:24]=[CH:23][C:22]([C:25]4[C:26]([C:31]#[N:32])=[CH:27][CH:28]=[CH:29][CH:30]=4)=[CH:21][CH:20]=3)=[C:14]([CH2:33][CH2:34][CH3:35])[N:13]3[N:36]=[C:37]([CH3:39])[N:38]=[C:12]23)[CH2:7][CH2:6]1.